From a dataset of Forward reaction prediction with 1.9M reactions from USPTO patents (1976-2016). Predict the product of the given reaction. Given the reactants [C:1]([O:5][C:6]([N:8]1[CH2:13][CH2:12][N:11]([C:14]2[CH:19]=[CH:18][CH:17]=[CH:16][C:15]=2[OH:20])[CH2:10][CH2:9]1)=[O:7])([CH3:4])([CH3:3])[CH3:2].[CH3:21][N:22]1[CH2:27][CH2:26][CH2:25][CH2:24][CH:23]1[CH2:28]O, predict the reaction product. The product is: [C:1]([O:5][C:6]([N:8]1[CH2:9][CH2:10][N:11]([C:14]2[CH:19]=[CH:18][CH:17]=[CH:16][C:15]=2[O:20][CH2:28][CH:23]2[CH2:24][CH2:25][CH2:26][CH2:27][N:22]2[CH3:21])[CH2:12][CH2:13]1)=[O:7])([CH3:4])([CH3:2])[CH3:3].